This data is from Full USPTO retrosynthesis dataset with 1.9M reactions from patents (1976-2016). The task is: Predict the reactants needed to synthesize the given product. (1) Given the product [CH3:13][O:14][C:15]1[CH:23]=[C:22]2[C:18]([CH2:19][CH2:20][CH:21]2[NH:24][C:6]2[CH:5]=[CH:4][C:3]3[C:2]([NH:30][CH2:29][CH2:28][CH2:27][S:26][CH3:25])=[CH:11][CH:10]=[CH:9][C:8]=3[N:7]=2)=[CH:17][CH:16]=1, predict the reactants needed to synthesize it. The reactants are: I[C:2]1[CH:11]=[CH:10][CH:9]=[C:8]2[C:3]=1[CH:4]=[CH:5][C:6](Cl)=[N:7]2.[CH3:13][O:14][C:15]1[CH:23]=[C:22]2[C:18]([CH2:19][CH2:20][CH:21]2[NH2:24])=[CH:17][CH:16]=1.[CH3:25][S:26][CH2:27][CH2:28][CH2:29][NH2:30]. (2) Given the product [F:34][C:35]([F:39])([F:38])[CH2:36][NH:37][C:16]([C:15]1[CH:19]=[CH:20][C:21]([C:23]([F:26])([F:25])[F:24])=[CH:22][C:14]=1/[CH:13]=[CH:12]/[C:10]([O:9][CH2:7][CH3:8])=[O:11])=[O:18], predict the reactants needed to synthesize it. The reactants are: C(Cl)(=O)C(Cl)=O.[CH2:7]([O:9][C:10](/[CH:12]=[CH:13]/[C:14]1[CH:22]=[C:21]([C:23]([F:26])([F:25])[F:24])[CH:20]=[CH:19][C:15]=1[C:16]([OH:18])=O)=[O:11])[CH3:8].CCN(CC)CC.[F:34][C:35]([F:39])([F:38])[CH2:36][NH2:37]. (3) The reactants are: [NH2:1][C:2]1[CH:7]=[CH:6][CH:5]=[CH:4][C:3]=1[C:8]#[C:9][C:10]1[C:11]([O:40][CH3:41])=[CH:12][C:13]([O:38][CH3:39])=[C:14](/[CH:16]=[CH:17]/[C:18]([C:20]2[CH:25]=[CH:24][C:23]([S:26]([NH:29][CH2:30][CH2:31][CH2:32][N:33]3[CH:37]=[CH:36][N:35]=[CH:34]3)(=[O:28])=[O:27])=[CH:22][CH:21]=2)=[O:19])[CH:15]=1. Given the product [N:33]1([CH2:32][CH2:31][CH2:30][NH:29][S:26]([C:23]2[CH:22]=[CH:21][C:20]([C:18](=[O:19])/[CH:17]=[CH:16]/[C:14]3[CH:15]=[C:10]([C:9]4[NH:1][C:2]5[C:3]([CH:8]=4)=[CH:4][CH:5]=[CH:6][CH:7]=5)[C:11]([O:40][CH3:41])=[CH:12][C:13]=3[O:38][CH3:39])=[CH:25][CH:24]=2)(=[O:28])=[O:27])[CH:37]=[CH:36][N:35]=[CH:34]1, predict the reactants needed to synthesize it. (4) Given the product [CH3:20][C:18]1[CH:17]=[CH:16][C:15]([S:21][C:22]2[CH:23]=[C:24]([NH:28][C:29](=[O:31])[CH3:30])[CH:25]=[CH:26][CH:27]=2)=[C:14]([NH:13][C:2]2[C:3]3[C:8](=[N:7][C:6]([CH3:12])=[CH:5][CH:4]=3)[N:9]=[CH:10][CH:11]=2)[CH:19]=1, predict the reactants needed to synthesize it. The reactants are: Cl[C:2]1[CH:11]=[CH:10][N:9]=[C:8]2[C:3]=1[CH:4]=[CH:5][C:6]([CH3:12])=[N:7]2.[NH2:13][C:14]1[CH:19]=[C:18]([CH3:20])[CH:17]=[CH:16][C:15]=1[S:21][C:22]1[CH:23]=[C:24]([NH:28][C:29](=[O:31])[CH3:30])[CH:25]=[CH:26][CH:27]=1.